This data is from Experimentally validated miRNA-target interactions with 360,000+ pairs, plus equal number of negative samples. The task is: Binary Classification. Given a miRNA mature sequence and a target amino acid sequence, predict their likelihood of interaction. (1) The miRNA is hsa-miR-659-5p with sequence AGGACCUUCCCUGAACCAAGGA. Result: 0 (no interaction). The protein sequence of the target gene is MAGQQFQYDDSGNTFFYFLTSFVGLIVIPATYYLWPRDQNAEQIRLKNIRKVYGRCMWYRLRLLKPQPNIIPTVKKIVLLAGWALFLFLAYKVSKTDREYQEYNPYEVLNLDPGATVAEIKKQYRLLSLKYHPDKGGDEVMFMRIAKAYAALTDEESRKNWEEFGNPDGPQATSFGIALPAWIVDQKNSILVLLVYGLAFMVILPVVVGSWWYRSIRYSGDQILIRTTQIYTYFVYKTRNMDMKRLIMVLAGASEFDPQYNKDSTSRPTDNILIPQLIREIGSINLKKNEPPLTCPYSLK.... (2) Result: 0 (no interaction). The protein sequence of the target gene is MSGEDGPAAGPGAAAAAARERRREQLRQWGARAGAEPGPGERRARTVRFERAAEFLAACAGGDLDEARLMLRAADPGPGAELDPAAPPPARAVLDSTNADGISALHQACIDENLEVVRFLVEQGATVNQADNEGWTPLHVAASCGYLDIARYLLSHGANIAAVNSDGDLPLDLAESDAMEGLLKAEIARRGVDVEAAKRAEEELLLHDTRCWLNGGAMPEARHPRTGASALHVAAAKGYIEVMRLLLQAGYDPELRDGDGWTPLHAAAHWGVEDACRLLAEHGGGMDSLTHAGQRPCDLA.... The miRNA is rno-miR-34a-3p with sequence AAUCAGCAAGUAUACUGCCCUA. (3) The miRNA is mmu-miR-320-5p with sequence GCCUUCUCUUCCCGGUUCUUCC. The protein sequence of the target gene is MKTLETQPLAPDCCPSDQDPAPAHPSPHASPMNKNADSELMPPPPERGDPPRLSPDPVAGSAVSQELREGDPVSLSTPLETEFGSPSELSPRIEEQELSENTSLPAEEANGSLSEEEANGPELGSGKAMEDTSGEPAAEDEGDTAWNYSFSQLPRFLSGSWSEFSTQPENFLKGCKWAPDGSCILTNSADNILRIYNLPPELYHEGEQVEYAEMVPVLRMVEGDTIYDYCWYSLMSSAQPDTSYVASSSRENPIHIWDAFTGELRASFRAYNHLDELTAAHSLCFSPDGSQLFCGFNRTV.... Result: 0 (no interaction).